The task is: Predict the reaction yield, written as a fraction of the theoretical maximum amount of product (1.0 means a 100% yield; for example, 0.34 means a 34% yield).. This data is from Reaction yield outcomes from USPTO patents with 853,638 reactions. (1) The product is [CH2:14]([O:13][C:4]1[N:3]=[C:2]([NH:26][C:25]2[CH:24]=[CH:23][C:22]([N:19]3[CH2:20][CH2:21][O:16][CH2:17][CH2:18]3)=[CH:28][CH:27]=2)[N:7]=[C:6]2[NH:8][N:9]=[C:10]([S:11][CH3:12])[C:5]=12)[CH3:15]. The reactants are Cl[C:2]1[N:7]=[C:6]2[NH:8][N:9]=[C:10]([S:11][CH3:12])[C:5]2=[C:4]([O:13][CH2:14][CH3:15])[N:3]=1.[O:16]1[CH2:21][CH2:20][N:19]([C:22]2[CH:28]=[CH:27][C:25]([NH2:26])=[CH:24][CH:23]=2)[CH2:18][CH2:17]1.C(O)CO. The yield is 0.490. The catalyst is O. (2) The reactants are [C:1]([O:5][C:6](=[O:18])[NH:7][C@@H:8]1[C:16]2[C:11](=[CH:12][CH:13]=[CH:14][CH:15]=2)[CH2:10][C@@H:9]1[OH:17])([CH3:4])([CH3:3])[CH3:2].[O-2].[Ba+2].[OH-].[Ba+2].[OH-].I[CH3:25]. The catalyst is CN(C=O)C. The product is [C:1]([O:5][C:6](=[O:18])[NH:7][C@@H:8]1[C:16]2[C:11](=[CH:12][CH:13]=[CH:14][CH:15]=2)[CH2:10][C@@H:9]1[O:17][CH3:25])([CH3:4])([CH3:2])[CH3:3]. The yield is 0.250. (3) The reactants are CO[C:3]([C:5]1[S:6][CH:7]=[CH:8][C:9]=1[NH2:10])=[O:4].[CH3:11][N:12]1[C:16]([C:17]#[N:18])=[CH:15][C:14]([CH3:19])=[N:13]1.CC(C)([O-])C.[K+]. The catalyst is O1CCCC1. The product is [CH3:11][N:12]1[C:16]([C:17]2[N:18]=[C:3]([OH:4])[C:5]3[S:6][CH:7]=[CH:8][C:9]=3[N:10]=2)=[CH:15][C:14]([CH3:19])=[N:13]1. The yield is 0.350. (4) The reactants are [NH2:1][C:2]1[C:11]2[C:6](=[CH:7][CH:8]=[CH:9][CH:10]=2)[CH:5]=[CH:4][C:3]=1[C:12]([OH:21])([C:17]([F:20])([F:19])[F:18])[C:13]([F:16])([F:15])[F:14].[C:22](O[C:22](=[O:25])[CH2:23][CH3:24])(=[O:25])[CH2:23][CH3:24]. The yield is 0.280. No catalyst specified. The product is [F:20][C:17]([F:18])([F:19])[C:12]([C:3]1[CH:4]=[CH:5][C:6]2[C:11](=[CH:10][CH:9]=[CH:8][CH:7]=2)[C:2]=1[NH:1][C:22](=[O:25])[CH2:23][CH3:24])([OH:21])[C:13]([F:14])([F:15])[F:16]. (5) The reactants are [NH2:1][C:2]1[CH:6]=[C:5]([C:7]([CH3:10])([CH3:9])[CH3:8])[NH:4][C:3]=1[C:11]([O:13][CH3:14])=[O:12].[Cl:15][C:16]1[C:21]([Cl:22])=[CH:20][CH:19]=[CH:18][C:17]=1[N:23]=[C:24]=[O:25]. The catalyst is C(Cl)Cl. The product is [C:11]([C:3]1[NH:4][C:5]([C:7]([CH3:10])([CH3:8])[CH3:9])=[CH:6][C:2]=1[NH:1][C:24]([NH:23][C:17]1[CH:18]=[CH:19][CH:20]=[C:21]([Cl:22])[C:16]=1[Cl:15])=[O:25])([O:13][CH3:14])=[O:12]. The yield is 0.670. (6) The reactants are [CH3:1][C:2]1[C:10]2[C:5](=[CH:6][C:7]([NH2:11])=[CH:8][CH:9]=2)[NH:4][N:3]=1.C([O-])(O)=O.[Na+].[Cl:17][C:18]1[N:23]=[C:22](Cl)[CH:21]=[CH:20][N:19]=1. The yield is 0.890. The catalyst is C1COCC1.C(O)C. The product is [Cl:17][C:18]1[N:23]=[C:22]([NH:11][C:7]2[CH:6]=[C:5]3[C:10]([C:2]([CH3:1])=[N:3][NH:4]3)=[CH:9][CH:8]=2)[CH:21]=[CH:20][N:19]=1. (7) The reactants are P(Cl)(Cl)(Cl)=O.CN([CH:9]=[O:10])C.[CH3:11][C:12](=[N:17][NH:18][C:19](N)=O)[C:13]([CH3:16])([CH3:15])[CH3:14].[OH-].[Na+]. The catalyst is O.C(OCC)C. The product is [C:13]([C:12]1[C:11]([CH:9]=[O:10])=[CH:19][NH:18][N:17]=1)([CH3:16])([CH3:15])[CH3:14]. The yield is 0.0600.